From a dataset of Forward reaction prediction with 1.9M reactions from USPTO patents (1976-2016). Predict the product of the given reaction. (1) Given the reactants S(Cl)([Cl:3])=O.[NH2:5][C:6]1([C:9]([OH:11])=[O:10])[CH2:8][CH2:7]1.CO.C(=O)([O-])[O-].[K+].[K+].[CH2:20](O)[CH3:21], predict the reaction product. The product is: [ClH:3].[NH2:5][C:6]1([C:9]([O:11][CH2:20][CH3:21])=[O:10])[CH2:8][CH2:7]1. (2) The product is: [NH2:8][C:7]1[CH:6]=[CH:5][C:4]([C:11]2[CH:15]=[C:14]([C:16]([O:18][CH2:19][CH3:20])=[O:17])[O:13][N:12]=2)=[CH:3][C:2]=1[CH3:1]. Given the reactants [CH3:1][C:2]1[CH:3]=[C:4]([C:11]2[CH:15]=[C:14]([C:16]([O:18][CH2:19][CH3:20])=[O:17])[O:13][N:12]=2)[CH:5]=[CH:6][C:7]=1[N+:8]([O-])=O.[Cl-].[NH4+].O1CCCC1.O, predict the reaction product. (3) Given the reactants [C:1]([NH:4][C:5]([CH2:16][C:17]([C:19]1[CH:24]=[CH:23][C:22]([S:25][C:26]2[CH:31]=[CH:30][C:29]([C:32](=O)[CH2:33][O:34][C:35]([CH:37]3[CH2:39][CH2:38]3)=O)=[CH:28][CH:27]=2)=[CH:21][CH:20]=1)=[O:18])([C:11]([O:13][CH2:14][CH3:15])=[O:12])[C:6]([O:8][CH2:9][CH3:10])=[O:7])(=[O:3])[CH3:2].C([NH2:44])(=O)C.B(F)(F)F.CCOCC, predict the reaction product. The product is: [C:1]([NH:4][C:5]([CH2:16][C:17]([C:19]1[CH:24]=[CH:23][C:22]([S:25][C:26]2[CH:31]=[CH:30][C:29]([C:32]3[N:44]=[C:35]([CH:37]4[CH2:39][CH2:38]4)[O:34][CH:33]=3)=[CH:28][CH:27]=2)=[CH:21][CH:20]=1)=[O:18])([C:6]([O:8][CH2:9][CH3:10])=[O:7])[C:11]([O:13][CH2:14][CH3:15])=[O:12])(=[O:3])[CH3:2].